This data is from Forward reaction prediction with 1.9M reactions from USPTO patents (1976-2016). The task is: Predict the product of the given reaction. (1) Given the reactants [N:1]1([C:7]([O:9][C:10]([CH3:13])([CH3:12])[CH3:11])=[O:8])[CH2:6][CH2:5][NH:4][CH2:3][CH2:2]1.F[C:15]1[CH:16]=[C:17]([N+:21]([O-])=O)[CH:18]=[CH:19][CH:20]=1.O, predict the reaction product. The product is: [C:10]([O:9][C:7]([N:1]1[CH2:6][CH2:5][N:4]([C:15]2[CH:16]=[C:17]([CH:18]=[CH:19][CH:20]=2)[NH2:21])[CH2:3][CH2:2]1)=[O:8])([CH3:13])([CH3:12])[CH3:11]. (2) Given the reactants [CH3:1][C:2]1[CH:10]=[CH:9][C:8]2[NH:7][C:6]3[CH2:11][CH2:12][NH:13][CH2:14][C:5]=3[C:4]=2[CH:3]=1.C([CH:17]([CH2:21]Cl)[C:18]([NH2:20])=O)C.[C:23]([O-:26])([O-])=[O:24].[Na+].[Na+].[CH2:29](C(C)=O)[CH:30](C)C, predict the reaction product. The product is: [CH3:1][C:2]1[CH:10]=[CH:9][C:8]2[NH:7][C:6]3[CH2:11][CH2:12][N:13]([CH2:21][CH2:17][CH2:18][NH:20][C:23](=[O:24])[O:26][CH2:29][CH3:30])[CH2:14][C:5]=3[C:4]=2[CH:3]=1. (3) Given the reactants [OH:1][C:2]1[CH:7]=[CH:6][C:5]([C:8]2[C:12]3[CH:13]=[C:14]([CH2:17][O:18][C:19]4[N:24]=[CH:23][C:22]([CH:25]([C:32]#[C:33][CH3:34])[CH2:26][C:27]([O:29][CH2:30][CH3:31])=[O:28])=[CH:21][CH:20]=4)[CH:15]=[CH:16][C:11]=3[S:10][CH:9]=2)=[C:4]([CH3:35])[CH:3]=1.[CH3:36][C:37]([OH:42])([CH3:41])[CH2:38][CH2:39]O.P(CCCC)(CCCC)CCCC.C1CCN(C(N=NC(N2CCCCC2)=O)=O)CC1, predict the reaction product. The product is: [OH:42][C:37]([CH3:41])([CH3:36])[CH2:38][CH2:39][O:1][C:2]1[CH:7]=[CH:6][C:5]([C:8]2[C:12]3[CH:13]=[C:14]([CH2:17][O:18][C:19]4[N:24]=[CH:23][C:22]([CH:25]([C:32]#[C:33][CH3:34])[CH2:26][C:27]([O:29][CH2:30][CH3:31])=[O:28])=[CH:21][CH:20]=4)[CH:15]=[CH:16][C:11]=3[S:10][CH:9]=2)=[C:4]([CH3:35])[CH:3]=1. (4) The product is: [CH2:13]1[C:12]2([CH2:17][CH2:18][NH:19][CH:10]([CH2:9][NH:8][C:5]3[CH:4]=[CH:3][C:2]([Cl:1])=[CH:7][N:6]=3)[CH2:11]2)[CH2:16][CH2:15][CH2:14]1. Given the reactants [Cl:1][C:2]1[CH:3]=[CH:4][C:5]([NH:8][CH2:9][CH:10]2[N:19](C(OC(C)(C)C)=O)[CH2:18][CH2:17][C:12]3([CH2:16][CH2:15][CH2:14][CH2:13]3)[CH2:11]2)=[N:6][CH:7]=1.FC(F)(F)C(O)=O, predict the reaction product.